Dataset: Forward reaction prediction with 1.9M reactions from USPTO patents (1976-2016). Task: Predict the product of the given reaction. (1) Given the reactants [CH3:1]N(C=O)C.[CH3:6][O:7][C:8]1[CH:30]=[CH:29][C:11]([CH2:12][N:13]2[C:17](=[O:18])[C:16]([C:20]3[CH:25]=[CH:24][CH:23]=[CH:22][C:21]=3[O:26][CH3:27])([CH3:19])[NH:15][C:14]2=[O:28])=[CH:10][CH:9]=1.[H-].[Na+].CI, predict the reaction product. The product is: [CH3:6][O:7][C:8]1[CH:9]=[CH:10][C:11]([CH2:12][N:13]2[C:17](=[O:18])[C:16]([C:20]3[CH:25]=[CH:24][CH:23]=[CH:22][C:21]=3[O:26][CH3:27])([CH3:19])[N:15]([CH3:1])[C:14]2=[O:28])=[CH:29][CH:30]=1. (2) Given the reactants C[Si](C)(C)C1C=C(C=CC=1)N.Cl[C:13]1[C:18]([C:19]([F:22])([F:21])[F:20])=[CH:17][CH:16]=[CH:15][N:14]=1.[NH:23]1[CH2:28][CH2:27][NH:26][CH2:25][CH2:24]1, predict the reaction product. The product is: [F:20][C:19]([F:22])([F:21])[C:18]1[C:13]([N:23]2[CH2:28][CH2:27][NH:26][CH2:25][CH2:24]2)=[N:14][CH:15]=[CH:16][CH:17]=1. (3) Given the reactants [C:1]([O:5][C:6](=[O:30])[CH2:7][O:8][C:9]1[CH:14]=[CH:13][C:12](Cl)=[CH:11][C:10]=1[C:16]#[C:17][C:18]1[CH:23]=[CH:22][CH:21]=[C:20]([S:24]([CH2:27][CH2:28][CH3:29])(=[O:26])=[O:25])[CH:19]=1)([CH3:4])([CH3:3])[CH3:2].C(OC(=O)COC1C=CC([C:45]([F:48])([F:47])[F:46])=CC=1Br)(C)(C)C.C(C1C=CC=C(S(CCC)(=O)=O)C=1)#C, predict the reaction product. The product is: [C:1]([O:5][C:6](=[O:30])[CH2:7][O:8][C:9]1[CH:14]=[CH:13][C:12]([C:45]([F:48])([F:47])[F:46])=[CH:11][C:10]=1[C:16]#[C:17][C:18]1[CH:23]=[CH:22][CH:21]=[C:20]([S:24]([CH2:27][CH2:28][CH3:29])(=[O:26])=[O:25])[CH:19]=1)([CH3:4])([CH3:3])[CH3:2]. (4) Given the reactants [CH3:1][NH:2][C:3]([CH:5]1[CH2:10][N:9]([C:11]2[C:16]([Cl:17])=[CH:15][C:14]([CH2:18][OH:19])=[CH:13][N:12]=2)[CH2:8][CH2:7][NH:6]1)=[O:4].Cl[C:21]1[NH:25][C:24]2[CH:26]=[C:27]([C:39]([F:42])([F:41])[F:40])[CH:28]=[C:29]([C:30]3[CH:35]=[C:34]([F:36])[C:33]([F:37])=[C:32]([F:38])[CH:31]=3)[C:23]=2[N:22]=1, predict the reaction product. The product is: [CH3:1][NH:2][C:3]([CH:5]1[CH2:10][N:9]([C:11]2[C:16]([Cl:17])=[CH:15][C:14]([CH2:18][OH:19])=[CH:13][N:12]=2)[CH2:8][CH2:7][N:6]1[C:21]1[NH:22][C:23]2[C:29]([C:30]3[CH:31]=[C:32]([F:38])[C:33]([F:37])=[C:34]([F:36])[CH:35]=3)=[CH:28][C:27]([C:39]([F:42])([F:40])[F:41])=[CH:26][C:24]=2[N:25]=1)=[O:4]. (5) Given the reactants [C:1]([N:4]1[C:13]2[C:8](=[CH:9][C:10]([C:14]([O:16][CH2:17][CH3:18])=[O:15])=[CH:11][CH:12]=2)[C@H:7]([NH:19]C(OCC2C=CC=CC=2)=O)[C@@H:6]([CH3:30])[C@@H:5]1[CH2:31][CH3:32])(=[O:3])[CH3:2], predict the reaction product. The product is: [C:1]([N:4]1[C:13]2[C:8](=[CH:9][C:10]([C:14]([O:16][CH2:17][CH3:18])=[O:15])=[CH:11][CH:12]=2)[C@H:7]([NH2:19])[C@@H:6]([CH3:30])[C@@H:5]1[CH2:31][CH3:32])(=[O:3])[CH3:2]. (6) Given the reactants C(=O)([O-])O.[Na+].[NH2:6][C:7]1[CH:12]=[CH:11][CH:10]=[C:9]([N+:13]([O-:15])=[O:14])[C:8]=1[OH:16].[Cl:17][CH2:18][C:19](Cl)=[O:20].[Cl-].[NH4+], predict the reaction product. The product is: [Cl:17][CH2:18][C:19]([NH:6][C:7]1[CH:12]=[CH:11][CH:10]=[C:9]([N+:13]([O-:15])=[O:14])[C:8]=1[OH:16])=[O:20]. (7) Given the reactants [CH3:1][C@@H:2]1[CH2:7][NH:6][CH2:5][CH2:4][NH:3]1.Cl[CH2:9][C:10]1[CH:15]=[CH:14][C:13]([F:16])=[CH:12][CH:11]=1.C(=O)(O)[O-].[Na+], predict the reaction product. The product is: [F:16][C:13]1[CH:14]=[CH:15][C:10]([CH2:9][N:6]2[CH2:5][CH2:4][NH:3][C@H:2]([CH3:1])[CH2:7]2)=[CH:11][CH:12]=1.